Dataset: Reaction yield outcomes from USPTO patents with 853,638 reactions. Task: Predict the reaction yield, written as a fraction of the theoretical maximum amount of product (1.0 means a 100% yield; for example, 0.34 means a 34% yield). (1) The reactants are [CH3:1][O:2][C:3]1[CH:8]=[CH:7][CH:6]=[CH:5][C:4]=1[CH:9]1[CH2:11][O:10]1.[OH:12][C:13]1[CH:20]=[CH:19][C:16]([CH:17]=[O:18])=[CH:15][CH:14]=1.[OH-].[Na+]. The catalyst is C1(C)C=CC=CC=1. The product is [OH:10][CH:9]([C:4]1[CH:5]=[CH:6][CH:7]=[CH:8][C:3]=1[O:2][CH3:1])[CH2:11][O:12][C:13]1[CH:20]=[CH:19][C:16]([CH:17]=[O:18])=[CH:15][CH:14]=1. The yield is 0.200. (2) The reactants are [C:1]([O:5][C:6]([N:8]([CH3:34])[CH:9]1[CH2:14][CH2:13][CH:12]([O:15][C:16]2[N:17]=[CH:18][N:19]=[C:20]3[C:27]=2[C:26]2[C@@H:25]([CH2:28][O:29][CH2:30][C:31](O)=[O:32])[CH2:24][CH2:23][C:22]=2[S:21]3)[CH2:11][CH2:10]1)=[O:7])([CH3:4])([CH3:3])[CH3:2].C1C=CC2N(O)N=[N:41]C=2C=1.CCN=C=NCCCN(C)C.[NH4+].[Cl-]. The catalyst is CN(C)C1C=CN=CC=1.CN(C=O)C. The product is [C:31]([CH2:30][O:29][CH2:28][C@H:25]1[CH2:24][CH2:23][C:22]2[S:21][C:20]3[C:27](=[C:16]([O:15][CH:12]4[CH2:11][CH2:10][CH:9]([N:8]([CH3:34])[C:6](=[O:7])[O:5][C:1]([CH3:3])([CH3:4])[CH3:2])[CH2:14][CH2:13]4)[N:17]=[CH:18][N:19]=3)[C:26]1=2)(=[O:32])[NH2:41]. The yield is 0.630. (3) The reactants are [Br:1][C:2]1[CH:7]=[CH:6][C:5]([C:8]2[NH:9][CH:10]=[C:11]([C:13]3[N:17]([CH:18]([CH3:20])[CH3:19])[N:16]=[C:15]([CH3:21])[N:14]=3)[N:12]=2)=[C:4]([F:22])[CH:3]=1.C1(=O)O[CH2:26][CH2:25][O:24]1.CO. The catalyst is C1(C)C=CC=CC=1.C(Cl)Cl. The product is [Br:1][C:2]1[CH:7]=[CH:6][C:5]([C:8]2[N:9]([CH2:26][CH2:25][OH:24])[CH:10]=[C:11]([C:13]3[N:17]([CH:18]([CH3:19])[CH3:20])[N:16]=[C:15]([CH3:21])[N:14]=3)[N:12]=2)=[C:4]([F:22])[CH:3]=1. The yield is 0.710. (4) The catalyst is O1CCCC1.C([O-])(=O)C.[Pd+2].C([O-])(=O)C.C1(P(C2C=CC=CC=2)C2C=CC=CC=2)C=CC=CC=1. The reactants are [Mg].Br[C:3]1[CH:8]=[CH:7][C:6]([O:9][CH2:10][CH2:11][O:12][CH2:13][CH2:14][CH2:15][CH3:16])=[CH:5][CH:4]=1.B(OC)(OC)OC.Br[C:25]1[CH:26]=[CH:27][C:28]2[N:35]([CH2:36][CH:37]([CH3:39])[CH3:38])[CH2:34][CH2:33][CH2:32][C:31]([C:40]([OH:42])=[O:41])=[CH:30][C:29]=2[CH:43]=1.P([O-])([O-])([O-])=O.[K+].[K+].[K+]. The product is [CH2:13]([O:12][CH2:11][CH2:10][O:9][C:6]1[CH:7]=[CH:8][C:3]([C:25]2[CH:26]=[CH:27][C:28]3[N:35]([CH2:36][CH:37]([CH3:38])[CH3:39])[CH2:34][CH2:33][CH2:32][C:31]([C:40]([OH:42])=[O:41])=[CH:30][C:29]=3[CH:43]=2)=[CH:4][CH:5]=1)[CH2:14][CH2:15][CH3:16]. The yield is 0.890. (5) The reactants are Cl[C:2]1[N:3]=[CH:4][C:5]([C:8]([NH:10][C:11]2[NH:12][N:13]=[C:14]([O:16][CH2:17][C:18]3[CH:23]=[C:22]([O:24][CH3:25])[CH:21]=[C:20]([O:26][CH3:27])[CH:19]=3)[CH:15]=2)=[O:9])=[N:6][CH:7]=1.[CH2:28]1[NH:33][CH2:32][CH2:31][N:30]2[CH2:34][CH2:35][CH2:36][CH:29]12. The catalyst is CS(C)=O. The yield is 0.370. The product is [CH2:28]1[CH:29]2[CH2:36][CH2:35][CH2:34][N:30]2[CH2:31][CH2:32][N:33]1[C:2]1[N:3]=[CH:4][C:5]([C:8]([NH:10][C:11]2[NH:12][N:13]=[C:14]([O:16][CH2:17][C:18]3[CH:23]=[C:22]([O:24][CH3:25])[CH:21]=[C:20]([O:26][CH3:27])[CH:19]=3)[CH:15]=2)=[O:9])=[N:6][CH:7]=1. (6) The reactants are [NH:1]1[C:9]2[CH2:8][CH2:7][N:6]([C:10]([O:12][C:13]([CH3:16])([CH3:15])[CH3:14])=[O:11])[CH:5]([C:17]([O:19][CH2:20][CH3:21])=[O:18])[C:4]=2[N:3]=[CH:2]1.Br[C:23]1[CH:28]=[CH:27][CH:26]=[CH:25][N:24]=1.OC1C=CC=C2C=1N=CC=C2.C([O-])([O-])=O.[Cs+].[Cs+]. The catalyst is CS(C)=O.O.[Cu-]=O. The product is [N:24]1[CH:25]=[CH:26][CH:27]=[CH:28][C:23]=1[N:1]1[C:9]2[CH2:8][CH2:7][N:6]([C:10]([O:12][C:13]([CH3:14])([CH3:15])[CH3:16])=[O:11])[CH:5]([C:17]([O:19][CH2:20][CH3:21])=[O:18])[C:4]=2[N:3]=[CH:2]1. The yield is 0.400.